Dataset: Full USPTO retrosynthesis dataset with 1.9M reactions from patents (1976-2016). Task: Predict the reactants needed to synthesize the given product. (1) Given the product [F:23][C:24]1[CH:25]=[C:26]([C:2]2[CH:7]=[CH:6][N:5]=[C:4]3[CH:8]=[C:9]([C:11]4[CH:16]=[C:15]([O:17][CH3:18])[C:14]([O:19][CH3:20])=[C:13]([O:21][CH3:22])[CH:12]=4)[O:10][C:3]=23)[CH:27]=[CH:28][C:29]=1[C:30]([NH:31][CH2:32][CH2:33][OH:34])=[O:35], predict the reactants needed to synthesize it. The reactants are: Cl[C:2]1[CH:7]=[CH:6][N:5]=[C:4]2[CH:8]=[C:9]([C:11]3[CH:16]=[C:15]([O:17][CH3:18])[C:14]([O:19][CH3:20])=[C:13]([O:21][CH3:22])[CH:12]=3)[O:10][C:3]=12.[F:23][C:24]1[CH:25]=[C:26](B(O)O)[CH:27]=[CH:28][C:29]=1[C:30](=[O:35])[NH:31][CH2:32][CH2:33][OH:34]. (2) Given the product [O:35](/[N:36]=[CH:1]/[C:3]1[CH:4]=[CH:5][C:6]([C:9]2[N:14]=[CH:13][N:12]=[C:11]([NH:15][C@H:16]([C:24]([O:26][CH3:27])=[O:25])[CH2:17][C:18]3[CH:19]=[CH:20][CH:21]=[CH:22][CH:23]=3)[CH:10]=2)=[CH:7][CH:8]=1)[C:29]1[CH:34]=[CH:33][CH:32]=[CH:31][CH:30]=1, predict the reactants needed to synthesize it. The reactants are: [CH:1]([C:3]1[CH:8]=[CH:7][C:6]([C:9]2[N:14]=[CH:13][N:12]=[C:11]([NH:15][C@H:16]([C:24]([O:26][CH3:27])=[O:25])[CH2:17][C:18]3[CH:23]=[CH:22][CH:21]=[CH:20][CH:19]=3)[CH:10]=2)=[CH:5][CH:4]=1)=O.Cl.[C:29]1([O:35][NH2:36])[CH:34]=[CH:33][CH:32]=[CH:31][CH:30]=1.C([O-])(=O)C.[Na+]. (3) Given the product [CH3:19][C:18]1([CH3:20])[N:1]([C:8]([O:9][C:10]([CH3:13])([CH3:12])[CH3:11])=[O:15])[C@@H:2]([C:5]([O:7][CH3:24])=[O:6])[CH2:3][O:4]1, predict the reactants needed to synthesize it. The reactants are: [NH2:1][C@@H:2]([C:5]([OH:7])=[O:6])[CH2:3][OH:4].[C:8](=[O:15])([O-])[O:9][C:10]([CH3:13])([CH3:12])[CH3:11].C(=O)([O-])O[C:18](C)([CH3:20])[CH3:19].[CH2:24](N(CC)CC)C. (4) Given the product [Br:12][CH2:13][CH2:14][CH2:15][CH2:16][CH2:17][CH2:18][CH2:19][CH2:20][CH2:21][CH2:22][CH2:23][CH2:24][O:8][C:5]1[CH:6]=[CH:7][C:2]([NH2:1])=[C:3]([N+:9]([O-:11])=[O:10])[CH:4]=1, predict the reactants needed to synthesize it. The reactants are: [NH2:1][C:2]1[CH:7]=[CH:6][C:5]([OH:8])=[CH:4][C:3]=1[N+:9]([O-:11])=[O:10].[Br:12][CH2:13][CH2:14][CH2:15][CH2:16][CH2:17][CH2:18][CH2:19][CH2:20][CH2:21][CH2:22][CH2:23][CH2:24]Br.C(=O)([O-])[O-].[K+].[K+]. (5) The reactants are: Br[C:2]1[C:3]([C:7]2[CH:8]=[N:9][CH:10]=[CH:11][CH:12]=2)=[N:4][O:5][CH:6]=1.[CH2:13]([SH:17])[CH2:14][CH2:15][CH3:16].C(N(CC)CC)C.CC1(C)C2C(=C(P(C3C=CC=CC=3)C3C=CC=CC=3)C=CC=2)OC2C(P(C3C=CC=CC=3)C3C=CC=CC=3)=CC=CC1=2. Given the product [CH2:13]([S:17][C:2]1[C:3]([C:7]2[CH:8]=[N:9][CH:10]=[CH:11][CH:12]=2)=[N:4][O:5][CH:6]=1)[CH2:14][CH2:15][CH3:16], predict the reactants needed to synthesize it. (6) Given the product [F:1][C:2]1[CH:3]=[C:4]([C:8]2[C@:9]3([CH2:25][CH2:24][C@H:23]4[C@@H:14]([CH2:15][CH2:16][C:17]5[CH:18]=[C:19]([C:26]([NH:34][CH2:33][CH2:32][S:30]([CH3:29])=[O:31])=[O:27])[CH:20]=[CH:21][C:22]=54)[C@@H:11]3[CH2:12][CH:13]=2)[CH3:10])[CH:5]=[N:6][CH:7]=1, predict the reactants needed to synthesize it. The reactants are: [F:1][C:2]1[CH:3]=[C:4]([C:8]2[C@:9]3([CH2:25][CH2:24][C@H:23]4[C@@H:14]([CH2:15][CH2:16][C:17]5[CH:18]=[C:19]([C:26](O)=[O:27])[CH:20]=[CH:21][C:22]=54)[C@@H:11]3[CH2:12][CH:13]=2)[CH3:10])[CH:5]=[N:6][CH:7]=1.[CH3:29][S:30]([CH2:32][CH2:33][NH2:34])=[O:31].